From a dataset of Reaction yield outcomes from USPTO patents with 853,638 reactions. Predict the reaction yield, written as a fraction of the theoretical maximum amount of product (1.0 means a 100% yield; for example, 0.34 means a 34% yield). (1) The yield is 0.120. The reactants are [CH2:1]1[C:4]2([CH2:7][N:6]([CH2:8][C:9]3[CH:14]=[CH:13][C:12]([OH:15])=[CH:11][CH:10]=3)[CH2:5]2)[CH2:3][O:2]1.CS(O[CH:21]1[CH2:24][N:23]([C:25]([C:27]2[O:28][C:29]([C:32]3[CH:37]=[CH:36][C:35]([Cl:38])=[CH:34][CH:33]=3)=[N:30][N:31]=2)=[O:26])[CH2:22]1)(=O)=O. No catalyst specified. The product is [CH2:3]1[C:4]2([CH2:7][N:6]([CH2:8][C:9]3[CH:14]=[CH:13][C:12]([O:15][CH:21]4[CH2:24][N:23]([C:25]([C:27]5[O:28][C:29]([C:32]6[CH:37]=[CH:36][C:35]([Cl:38])=[CH:34][CH:33]=6)=[N:30][N:31]=5)=[O:26])[CH2:22]4)=[CH:11][CH:10]=3)[CH2:5]2)[CH2:1][O:2]1. (2) The yield is 0.100. The catalyst is C1(C)C=CC=CC=1. The product is [F:8][C:9]1[CH:14]=[CH:13][C:12]([NH:15][C:16](=[O:17])[O:7][C:1]2[CH:6]=[CH:5][CH:4]=[CH:3][CH:2]=2)=[CH:11][CH:10]=1. The reactants are [C:1]1([OH:7])[CH:6]=[CH:5][CH:4]=[CH:3][CH:2]=1.[F:8][C:9]1[CH:14]=[CH:13][C:12]([N:15]=[C:16]=[O:17])=[CH:11][CH:10]=1. (3) The reactants are [C:1]([C:4]1[N:9]=[C:8]2[C:10]([Cl:20])=[CH:11][N:12]([C:13]([O:15][C:16]([CH3:19])([CH3:18])[CH3:17])=[O:14])[C:7]2=[CH:6][CH:5]=1)(=O)[CH3:2].[CH3:21][C:22]([S@:25]([NH2:27])=[O:26])([CH3:24])[CH3:23]. The catalyst is C1COCC1.[O-]CC.[Ti+4].[O-]CC.[O-]CC.[O-]CC. The product is [C:22]([S@:25]([N:27]=[C:1]([C:4]1[N:9]=[C:8]2[C:10]([Cl:20])=[CH:11][N:12]([C:13]([O:15][C:16]([CH3:19])([CH3:18])[CH3:17])=[O:14])[C:7]2=[CH:6][CH:5]=1)[CH3:2])=[O:26])([CH3:24])([CH3:23])[CH3:21].[C:22]([S@:25]([N:27]=[C:1]([C:4]1[N:9]=[C:8]2[C:10]([Cl:20])=[CH:11][N:12]([C:13]([O:15][CH2:16][CH3:19])=[O:14])[C:7]2=[CH:6][CH:5]=1)[CH3:2])=[O:26])([CH3:24])([CH3:23])[CH3:21]. The yield is 0.299. (4) The reactants are [N+:1]([C:4]1[CH:26]=[CH:25][C:7]([O:8][C:9]2[C:22]([Br:23])=[CH:21][C:12]([C:13]([NH:15][CH2:16][C:17]([O:19][CH3:20])=[O:18])=[O:14])=[CH:11][C:10]=2[Br:24])=[CH:6][CH:5]=1)([O-])=O. The catalyst is C(OCC)(=O)C.[Pt]=O. The product is [NH2:1][C:4]1[CH:5]=[CH:6][C:7]([O:8][C:9]2[C:10]([Br:24])=[CH:11][C:12]([C:13]([NH:15][CH2:16][C:17]([O:19][CH3:20])=[O:18])=[O:14])=[CH:21][C:22]=2[Br:23])=[CH:25][CH:26]=1. The yield is 0.750. (5) The reactants are FC(F)(F)C(O)=O.[CH3:8][NH:9][CH2:10][CH2:11][N:12]1[C:20]2[N:19]=[CH:18][NH:17][C:16]=2[C:15](=[O:21])[NH:14][C:13]1=[S:22].C(N(CC)CC)C.[N:30]1[C:39]2[C:34](=[CH:35][CH:36]=[CH:37][CH:38]=2)[C:33]([CH:40]=O)=[CH:32][CH:31]=1.C([BH3-])#N.[Na+]. No catalyst specified. The product is [CH3:8][N:9]([CH2:40][C:33]1[C:34]2[C:39](=[CH:38][CH:37]=[CH:36][CH:35]=2)[N:30]=[CH:31][CH:32]=1)[CH2:10][CH2:11][N:12]1[C:20]2[N:19]=[CH:18][NH:17][C:16]=2[C:15](=[O:21])[NH:14][C:13]1=[S:22]. The yield is 0.140. (6) The reactants are [Cl:1][C:2]1[CH:3]=[C:4]([C@@H:8]([OH:26])[CH2:9][NH:10][C@H:11]([CH3:25])[CH2:12][C:13]2[C:21]3[C:16](=[C:17]([C:22]([OH:24])=[O:23])[CH:18]=[CH:19][CH:20]=3)[NH:15][CH:14]=2)[CH:5]=[CH:6][CH:7]=1.S(=O)(=O)(O)O.[CH2:32](O)[CH3:33]. No catalyst specified. The product is [Cl:1][C:2]1[CH:3]=[C:4]([C@@H:8]([OH:26])[CH2:9][NH:10][C@H:11]([CH3:25])[CH2:12][C:13]2[C:21]3[C:16](=[C:17]([C:22]([O:24][CH2:32][CH3:33])=[O:23])[CH:18]=[CH:19][CH:20]=3)[NH:15][CH:14]=2)[CH:5]=[CH:6][CH:7]=1. The yield is 0.930. (7) The reactants are [C:1]([C:4]1[C:25]([N+:26]([O-:28])=[O:27])=[CH:24][C:7]([O:8][CH2:9][C:10]2([NH:13][C:14]([O:16][CH2:17][C:18]3[CH:23]=[CH:22][CH:21]=[CH:20][CH:19]=3)=[O:15])[CH2:12][CH2:11]2)=[C:6]([O:29][CH3:30])[CH:5]=1)(=[O:3])[CH3:2].CO[CH:33](OC)[N:34]([CH3:36])[CH3:35]. The catalyst is CN(C=O)C.O. The product is [CH3:33][N:34]([CH3:36])[CH:35]=[CH:2][C:1]([C:4]1[C:25]([N+:26]([O-:28])=[O:27])=[CH:24][C:7]([O:8][CH2:9][C:10]2([NH:13][C:14]([O:16][CH2:17][C:18]3[CH:19]=[CH:20][CH:21]=[CH:22][CH:23]=3)=[O:15])[CH2:12][CH2:11]2)=[C:6]([O:29][CH3:30])[CH:5]=1)=[O:3]. The yield is 0.950. (8) The reactants are [H-].[Na+].Cl.[CH3:4][O:5][C:6]1[CH:7]=[C:8]2[C:12](=[CH:13][CH:14]=1)[CH2:11][CH:10]([NH2:15])[CH2:9]2.[C:16]1(=O)[O:21][C:19](=[O:20])[C:18]2=[CH:22][CH:23]=[CH:24][CH:25]=[C:17]12. The catalyst is CN(C=O)C.CCOC(C)=O. The product is [CH3:4][O:5][C:6]1[CH:7]=[C:8]2[C:12](=[CH:13][CH:14]=1)[CH2:11][CH:10]([N:15]1[C:19](=[O:20])[C:18]3[C:17](=[CH:25][CH:24]=[CH:23][CH:22]=3)[C:16]1=[O:21])[CH2:9]2. The yield is 0.430.